Task: Predict which catalyst facilitates the given reaction.. Dataset: Catalyst prediction with 721,799 reactions and 888 catalyst types from USPTO (1) Reactant: [NH2:1][C:2]1[N:7]=[CH:6][C:5]([CH2:8][C:9]([O:11][C:12]([CH3:15])([CH3:14])[CH3:13])=[O:10])=[C:4]([CH2:16][CH3:17])[CH:3]=1.FC(F)(F)C(O[Si](C)(C)C)=O.[CH:29](OCC)(OCC)OCC.[N:39]([Si](C)(C)C)=[N+:40]=[N-:41]. Product: [CH2:16]([C:4]1[CH:3]=[C:2]([N:1]2[CH:29]=[N:39][N:40]=[N:41]2)[N:7]=[CH:6][C:5]=1[CH2:8][C:9]([O:11][C:12]([CH3:13])([CH3:15])[CH3:14])=[O:10])[CH3:17]. The catalyst class is: 25. (2) Reactant: [Cl:1][C:2]1[C:11]([O:12][CH2:13][C:14]2[CH:19]=[CH:18][C:17]([O:20][CH3:21])=[CH:16][CH:15]=2)=[C:10]([O:22][CH2:23][C:24]2[CH:29]=[CH:28][C:27]([O:30][CH3:31])=[CH:26][CH:25]=2)[CH:9]=[C:8]2[C:3]=1[CH2:4][CH2:5][NH:6][C:7]2=[O:32].[H-].[Na+].Cl[CH2:36][CH2:37][N:38]1[CH2:42][CH2:41][CH2:40][CH2:39]1.CC[NH+](CC)CC.CC[NH+](CC)CC.C([O-])([O-])=O. Product: [Cl:1][C:2]1[C:11]([O:12][CH2:13][C:14]2[CH:15]=[CH:16][C:17]([O:20][CH3:21])=[CH:18][CH:19]=2)=[C:10]([O:22][CH2:23][C:24]2[CH:25]=[CH:26][C:27]([O:30][CH3:31])=[CH:28][CH:29]=2)[CH:9]=[C:8]2[C:3]=1[CH2:4][CH2:5][N:6]([CH2:36][CH2:37][N:38]1[CH2:42][CH2:41][CH2:40][CH2:39]1)[C:7]2=[O:32]. The catalyst class is: 204. (3) Reactant: Br[C:2]1[CH:10]=[CH:9][CH:8]=[C:7]2[C:3]=1[CH:4]=[N:5][N:6]2[C:11]1[CH:16]=[CH:15][CH:14]=[CH:13][C:12]=1[F:17].[CH2:18]([N:25]1[CH2:29][C@H:28]2[CH2:30][NH:31][C:32](=[O:33])[C@H:27]2[CH2:26]1)[C:19]1[CH:24]=[CH:23][CH:22]=[CH:21][CH:20]=1.[O-]P([O-])([O-])=O.[K+].[K+].[K+].CN[C@@H]1CCCC[C@H]1NC. Product: [CH2:18]([N:25]1[CH2:29][C@@H:28]2[CH2:30][N:31]([C:2]3[CH:10]=[CH:9][CH:8]=[C:7]4[C:3]=3[CH:4]=[N:5][N:6]4[C:11]3[CH:16]=[CH:15][CH:14]=[CH:13][C:12]=3[F:17])[C:32](=[O:33])[C@H:27]2[CH2:26]1)[C:19]1[CH:20]=[CH:21][CH:22]=[CH:23][CH:24]=1. The catalyst class is: 185. (4) The catalyst class is: 1. Product: [N+:19]([C:22]1[CH:23]=[CH:24][C:25]([C:26]([N:3]2[CH:4]([CH3:8])[CH2:5][NH:6][CH2:7][CH:2]2[CH3:1])=[O:27])=[CH:29][CH:30]=1)([O-:21])=[O:20]. Reactant: [CH3:1][CH:2]1[CH2:7][NH:6][CH2:5][CH:4]([CH3:8])[NH:3]1.[Li]CCCC.C[Si](Cl)(C)C.[N+:19]([C:22]1[CH:30]=[CH:29][C:25]([C:26](Cl)=[O:27])=[CH:24][CH:23]=1)([O-:21])=[O:20]. (5) Reactant: Br[C:2]1[N:3]=[C:4]2[C:9]([NH:10][C@@H:11]3[CH2:16][CH2:15][N:14]([C:17]([O:19][C:20]([CH3:23])([CH3:22])[CH3:21])=[O:18])[CH2:13][C:12]3([CH3:25])[CH3:24])=[C:8]([C:26](=[O:28])[NH2:27])[CH:7]=[N:6][N:5]2[CH:29]=1.[CH2:30]([N:32]1[CH:36]=[C:35](B2OC(C)(C)C(C)(C)O2)[CH:34]=[N:33]1)[CH3:31].P([O-])([O-])([O-])=O.[K+].[K+].[K+]. Product: [C:26]([C:8]1[CH:7]=[N:6][N:5]2[CH:29]=[C:2]([C:35]3[CH:34]=[N:33][N:32]([CH2:30][CH3:31])[CH:36]=3)[N:3]=[C:4]2[C:9]=1[NH:10][C@@H:11]1[CH2:16][CH2:15][N:14]([C:17]([O:19][C:20]([CH3:21])([CH3:22])[CH3:23])=[O:18])[CH2:13][C:12]1([CH3:24])[CH3:25])(=[O:28])[NH2:27]. The catalyst class is: 368.